From a dataset of Reaction yield outcomes from USPTO patents with 853,638 reactions. Predict the reaction yield, written as a fraction of the theoretical maximum amount of product (1.0 means a 100% yield; for example, 0.34 means a 34% yield). (1) The reactants are [CH3:1][O:2][C:3]1[CH:4]=[C:5]2[C:10](=[CH:11][C:12]=1[O:13][CH3:14])[N:9]=[CH:8][CH:7]=[C:6]2[O:15][C:16]1[CH:22]=[CH:21][C:19]([NH2:20])=[C:18]([CH3:23])[C:17]=1[CH3:24].C1(C)C=CC=CC=1.C(N(CC)CC)C.ClC(Cl)(O[C:43](=[O:49])[O:44][C:45](Cl)(Cl)Cl)Cl.[Cl:51][C:52]1[CH:62]=[CH:61][CH:60]=[CH:59][C:53]=1[O:54][CH2:55][CH2:56]CO. The catalyst is C(Cl)Cl. The product is [CH3:1][O:2][C:3]1[CH:4]=[C:5]2[C:10](=[CH:11][C:12]=1[O:13][CH3:14])[N:9]=[CH:8][CH:7]=[C:6]2[O:15][C:16]1[CH:22]=[CH:21][C:19]([NH:20][C:43](=[O:49])[O:44][CH2:45][CH2:56][CH2:55][O:54][C:53]2[CH:59]=[CH:60][CH:61]=[CH:62][C:52]=2[Cl:51])=[C:18]([CH3:23])[C:17]=1[CH3:24]. The yield is 0.580. (2) The reactants are [C:1]([O:5][C:6](=[O:14])[NH:7][CH:8]1[CH2:13][CH2:12][NH:11][CH2:10][CH2:9]1)([CH3:4])([CH3:3])[CH3:2].[CH3:15][O:16][C:17]1[CH:18]=[C:19]2[C:24](=[CH:25][CH:26]=1)[N:23]=[CH:22][C:21]([S:27][CH2:28][CH:29]=O)=[CH:20]2.C(O[BH-](OC(=O)C)OC(=O)C)(=O)C.[Na+]. The catalyst is ClCCCl. The product is [C:1]([O:5][C:6](=[O:14])[NH:7][CH:8]1[CH2:13][CH2:12][N:11]([CH2:29][CH2:28][S:27][C:21]2[CH:22]=[N:23][C:24]3[C:19]([CH:20]=2)=[CH:18][C:17]([O:16][CH3:15])=[CH:26][CH:25]=3)[CH2:10][CH2:9]1)([CH3:4])([CH3:2])[CH3:3]. The yield is 0.100. (3) The reactants are [F:1][C:2]([F:14])([F:13])[O:3][C:4]1[CH:5]=[C:6]([S:10]([O-:12])=[O:11])[CH:7]=[CH:8][CH:9]=1.[Na+].Br[C:17]1[CH:25]=[CH:24][C:23]2[N:22]([CH3:26])[C:21]3[CH2:27][CH:28]4[NH:32][CH:31]([C:20]=3[C:19]=2[C:18]=1[C:33]([O:35][C:36]([CH3:39])([CH3:38])[CH3:37])=[O:34])[CH2:30][CH2:29]4. No catalyst specified. The product is [F:14][C:2]([F:1])([F:13])[O:3][C:4]1[CH:5]=[C:6]([S:10]([C:17]2[CH:25]=[CH:24][C:23]3[N:22]([CH3:26])[C:21]4[CH2:27][CH:28]5[NH:32][CH:31]([C:20]=4[C:19]=3[C:18]=2[C:33]([O:35][C:36]([CH3:39])([CH3:38])[CH3:37])=[O:34])[CH2:30][CH2:29]5)(=[O:12])=[O:11])[CH:7]=[CH:8][CH:9]=1. The yield is 0.320. (4) The reactants are C1(C=CC2C=CC=CC=2)C=CC=CC=1.[C:15]1([C:21]([C:23]2[CH:28]=[CH:27][CH:26]=[C:25](C(C3C=CC=CC=3)=C)[CH:24]=2)=[CH2:22])[CH:20]=[CH:19][CH:18]=[CH:17][CH:16]=1.C1(C(C2C=CC(C(C3C=CC=CC=3)=C)=CC=2)=C)C=CC=CC=1. No catalyst specified. The product is [C:15]1([C:21]([C:23]2[CH:24]=[CH:25][CH:26]=[CH:27][CH:28]=2)=[CH2:22])[CH:20]=[CH:19][CH:18]=[CH:17][CH:16]=1. The yield is 1.00.